Predict the product of the given reaction. From a dataset of Forward reaction prediction with 1.9M reactions from USPTO patents (1976-2016). (1) Given the reactants [CH3:1][O:2][C:3]1[CH:8]=[CH:7][CH:6]=[CH:5][C:4]=1[NH:9][S:10]([CH3:13])(=[O:12])=[O:11].[Cl:14][CH2:15][CH2:16][CH2:17][CH2:18][C:19](Cl)=[O:20], predict the reaction product. The product is: [Cl:14][CH2:15][CH2:16][CH2:17][CH2:18][C:19]([C:6]1[CH:7]=[CH:8][C:3]([O:2][CH3:1])=[C:4]([NH:9][S:10]([CH3:13])(=[O:12])=[O:11])[CH:5]=1)=[O:20]. (2) The product is: [ClH:57].[CH2:38]([O:39][C:8](=[NH:12])[CH2:1][C:2]1[CH:3]=[CH:4][CH:5]=[CH:6][CH:7]=1)[CH3:37]. Given the reactants [CH2:1]([C:8]1SC2C=C(CBr)C=CC=2[N:12]=1)[C:2]1[CH:7]=[CH:6][CH:5]=[CH:4][CH:3]=1.C(C1SC2C=C(C)C=CC=2N=1)C1C=CC=CC=1.C1C(=O)N(Br)[C:38](=[O:39])[CH2:37]1.CC(N=NC(C#N)(C)C)(C#N)C.C(Cl)(Cl)[Cl:57], predict the reaction product.